Dataset: Reaction yield outcomes from USPTO patents with 853,638 reactions. Task: Predict the reaction yield, written as a fraction of the theoretical maximum amount of product (1.0 means a 100% yield; for example, 0.34 means a 34% yield). (1) The reactants are [CH3:1][NH:2][C:3]1([C:9]([NH2:11])=[O:10])[CH2:8][CH2:7][NH:6][CH2:5][CH2:4]1.C(=O)([O-])[O-].[K+].[K+].Br[CH:19]([CH3:21])[CH3:20]. The catalyst is C(#N)C. The product is [CH:19]([N:6]1[CH2:7][CH2:8][C:3]([NH:2][CH3:1])([C:9]([NH2:11])=[O:10])[CH2:4][CH2:5]1)([CH3:21])[CH3:20]. The yield is 0.480. (2) The reactants are [NH2:1][C:2]1[C:7]([OH:8])=[C:6]([Cl:9])[N:5]=[CH:4][N:3]=1.C(=O)([O-])[O-].[Cs+].[Cs+].I[CH2:17][CH3:18]. The catalyst is CC(C)=O.C(OCC)(=O)C. The product is [Cl:9][C:6]1[N:5]=[CH:4][N:3]=[C:2]([NH2:1])[C:7]=1[O:8][CH2:17][CH3:18]. The yield is 0.980.